Dataset: Reaction yield outcomes from USPTO patents with 853,638 reactions. Task: Predict the reaction yield, written as a fraction of the theoretical maximum amount of product (1.0 means a 100% yield; for example, 0.34 means a 34% yield). The reactants are C([N-]C(C)C)(C)C.[Li+].[Cl:9][C:10]1[CH:11]=[C:12]([CH2:16][C:17]([OH:19])=[O:18])[CH:13]=[CH:14][CH:15]=1.I[CH2:21][CH:22]1[CH2:26][CH2:25][CH2:24][CH2:23]1. The catalyst is O1CCCC1.CN1CCCN(C)C1=O.CN1CCCN(C)C1=O. The product is [Cl:9][C:10]1[CH:11]=[C:12]([CH:16]([CH2:21][CH:22]2[CH2:26][CH2:25][CH2:24][CH2:23]2)[C:17]([OH:19])=[O:18])[CH:13]=[CH:14][CH:15]=1. The yield is 0.729.